This data is from Forward reaction prediction with 1.9M reactions from USPTO patents (1976-2016). The task is: Predict the product of the given reaction. Given the reactants [CH3:1][O:2][C:3]1[C:4]([O:29][CH2:30][CH2:31][CH:32]2[CH2:36][CH2:35][CH2:34][N:33]2[CH3:37])=[CH:5][C:6]2[CH2:15][CH:14]([C:16]([CH3:21])([CH3:20])[CH2:17][O:18][CH3:19])[N:13]3[C:8](=[CH:9][C:10](=[O:27])[C:11]([C:22]([O:24]CC)=[O:23])=[CH:12]3)[C:7]=2[CH:28]=1.[Li+].[OH-].Cl, predict the reaction product. The product is: [CH3:1][O:2][C:3]1[C:4]([O:29][CH2:30][CH2:31][CH:32]2[CH2:36][CH2:35][CH2:34][N:33]2[CH3:37])=[CH:5][C:6]2[CH2:15][CH:14]([C:16]([CH3:20])([CH3:21])[CH2:17][O:18][CH3:19])[N:13]3[C:8](=[CH:9][C:10](=[O:27])[C:11]([C:22]([OH:24])=[O:23])=[CH:12]3)[C:7]=2[CH:28]=1.